Dataset: Forward reaction prediction with 1.9M reactions from USPTO patents (1976-2016). Task: Predict the product of the given reaction. (1) Given the reactants C(N(CC)CC)C.Br[C:9]1[CH:10]=[C:11]([C:16]2[CH:21]=[CH:20][N:19]=[CH:18][CH:17]=2)[CH:12]=[C:13]([F:15])[CH:14]=1.[CH:22]([C:24]1[CH:29]=[CH:28][C:27]([N:30]2[CH2:35][CH2:34][N:33]([C:36](=[O:38])[CH3:37])[CH2:32][CH2:31]2)=[CH:26][CH:25]=1)=[CH2:23].CC1C=CC=CC=1P(C1C=CC=CC=1C)C1C=CC=CC=1C, predict the reaction product. The product is: [F:15][C:13]1[CH:14]=[C:9]([CH:10]=[C:11]([C:16]2[CH:21]=[CH:20][N:19]=[CH:18][CH:17]=2)[CH:12]=1)/[CH:23]=[CH:22]/[C:24]1[CH:25]=[CH:26][C:27]([N:30]2[CH2:31][CH2:32][N:33]([C:36](=[O:38])[CH3:37])[CH2:34][CH2:35]2)=[CH:28][CH:29]=1. (2) The product is: [NH2:28][C:25]1[N:26]=[CH:27][C:22]([C:20]#[C:21][C:18]2[CH:17]=[N:16][N:11]3[C:12]([CH2:14][OH:15])=[CH:13][C:8]([C:5]4[CH:6]=[CH:7][C:2]([Cl:1])=[CH:3][CH:4]=4)=[N:9][C:10]=23)=[CH:23][CH:24]=1. Given the reactants [Cl:1][C:2]1[CH:7]=[CH:6][C:5]([C:8]2[CH:13]=[C:12]([CH2:14][OH:15])[N:11]3[N:16]=[CH:17][C:18](I)=[C:10]3[N:9]=2)=[CH:4][CH:3]=1.[C:20]([C:22]1[CH:23]=[CH:24][C:25]([NH2:28])=[N:26][CH:27]=1)#[CH:21], predict the reaction product.